Dataset: Blood-brain barrier permeability classification from the B3DB database. Task: Regression/Classification. Given a drug SMILES string, predict its absorption, distribution, metabolism, or excretion properties. Task type varies by dataset: regression for continuous measurements (e.g., permeability, clearance, half-life) or binary classification for categorical outcomes (e.g., BBB penetration, CYP inhibition). Dataset: b3db_classification. (1) The molecule is Cn1c(NCCN(CCO)CCCc2ccc([N+](=O)[O-])cc2)cc(=O)n(C)c1=O. The result is 0 (does not penetrate BBB). (2) The molecule is C[C@H](C(=O)O)c1cccc(Oc2ccccc2)c1. The result is 1 (penetrates BBB). (3) The compound is CC1(C)S[C@@H]2[C@H](NC(=O)C(c3ccccc3)S(=O)(=O)O)C(=O)N2[C@H]1C(=O)O. The result is 0 (does not penetrate BBB). (4) The drug is CC(C)(C)NC[C@H](O)c1ccccc1F. The result is 1 (penetrates BBB). (5) The drug is CC12C=CC(=O)C=C1CCC1C2C(O)CC2(C)C1CCC2(O)C(=O)COC(=O)CCC(=O)O. The result is 1 (penetrates BBB).